From a dataset of Catalyst prediction with 721,799 reactions and 888 catalyst types from USPTO. Predict which catalyst facilitates the given reaction. (1) Reactant: C[O:2][C:3]([C@H:5]1[CH2:9][O:8][C:7]([CH3:11])([CH3:10])[O:6]1)=[O:4].O.[OH-].[Li+:14]. Product: [CH3:10][C:7]1([CH3:11])[O:6][C@@H:5]([C:3]([O-:4])=[O:2])[CH2:9][O:8]1.[Li+:14]. The catalyst class is: 24. (2) The catalyst class is: 814. Reactant: [Br:1][C:2]1[CH:3]=[C:4]([C:18]([O:20][CH3:21])=[O:19])[C:5]2[NH:6][C:7]3[CH:8]=[C:9]([N+:15]([O-])=O)[CH:10]=[CH:11][C:12]=3[C:13]=2[N:14]=1. Product: [NH2:15][C:9]1[CH:10]=[CH:11][C:12]2[C:13]3[N:14]=[C:2]([Br:1])[CH:3]=[C:4]([C:18]([O:20][CH3:21])=[O:19])[C:5]=3[NH:6][C:7]=2[CH:8]=1. (3) Reactant: C([O:3][C:4]([C:6]1[CH:7]=[C:8]2[C:12](=[CH:13][CH:14]=1)[N:11]([CH2:15][C:16]([F:19])([F:18])[F:17])[C:10]([C:20]([N:22]1[CH2:27][CH2:26][O:25][CH2:24][CH2:23]1)=[O:21])=[CH:9]2)=[O:5])C.O.[OH-].[Li+]. Product: [N:22]1([C:20]([C:10]2[N:11]([CH2:15][C:16]([F:19])([F:17])[F:18])[C:12]3[C:8]([CH:9]=2)=[CH:7][C:6]([C:4]([OH:5])=[O:3])=[CH:14][CH:13]=3)=[O:21])[CH2:27][CH2:26][O:25][CH2:24][CH2:23]1. The catalyst class is: 193. (4) Reactant: [F:1][C:2]1[CH:7]=[CH:6][C:5]([CH2:8][C:9]([OH:11])=O)=[CH:4][CH:3]=1.CN(C)C=O.S(Cl)([Cl:19])=O. Product: [F:1][C:2]1[CH:7]=[CH:6][C:5]([CH2:8][C:9]([Cl:19])=[O:11])=[CH:4][CH:3]=1. The catalyst class is: 11.